Dataset: Catalyst prediction with 721,799 reactions and 888 catalyst types from USPTO. Task: Predict which catalyst facilitates the given reaction. (1) Reactant: [F:1][C:2]1[CH:3]=[C:4]([C:21]2[CH:22]=[N:23][N:24]3[CH:29]=[CH:28][C:27]([N:30]4[C@@H:34]([CH:35]([CH3:37])[CH3:36])[CH2:33][N:32]([CH:38]5[CH2:41][N:40](C(OC(C)(C)C)=O)[CH2:39]5)[C:31]4=[O:49])=[N:26][C:25]=23)[CH:5]=[CH:6][C:7]=1[C:8]1[N:12](COCC[Si](C)(C)C)[N:11]=[CH:10][N:9]=1.C([O-])(O)=O.[Na+]. The catalyst class is: 14. Product: [NH:40]1[CH2:41][CH:38]([N:32]2[CH2:33][C@H:34]([CH:35]([CH3:37])[CH3:36])[N:30]([C:27]3[CH:28]=[CH:29][N:24]4[N:23]=[CH:22][C:21]([C:4]5[CH:5]=[CH:6][C:7]([C:8]6[N:9]=[CH:10][NH:11][N:12]=6)=[C:2]([F:1])[CH:3]=5)=[C:25]4[N:26]=3)[C:31]2=[O:49])[CH2:39]1. (2) Reactant: [Cl:1][C:2]1[CH:31]=[C:30]([O:32][CH3:33])[CH:29]=[CH:28][C:3]=1[O:4][C:5]1[S:6][C:7]([C:10]2[CH:14]=[C:13]([CH:15]([N:17]3C(=O)C4C(=CC=CC=4)C3=O)[CH3:16])[O:12][N:11]=2)=[CH:8][N:9]=1.O.NN. Product: [Cl:1][C:2]1[CH:31]=[C:30]([O:32][CH3:33])[CH:29]=[CH:28][C:3]=1[O:4][C:5]1[S:6][C:7]([C:10]2[CH:14]=[C:13]([CH:15]([NH2:17])[CH3:16])[O:12][N:11]=2)=[CH:8][N:9]=1. The catalyst class is: 8. (3) Reactant: [C:1]([C:5]1[CH:18]=[CH:17][C:8]([O:9][CH2:10][C@H:11]2[O:15][C:14]([NH2:16])=[N:13][CH2:12]2)=[CH:7][CH:6]=1)([CH3:4])([CH3:3])[CH3:2].C([O:21][C:22](=O)[CH:23]([CH:26]=O)[CH2:24][CH3:25])C. Product: [C:1]([C:5]1[CH:18]=[CH:17][C:8]([O:9][CH2:10][CH:11]2[O:15][C:14]3=[N:16][C:22](=[O:21])[C:23]([CH2:24][CH3:25])=[CH:26][N:13]3[CH2:12]2)=[CH:7][CH:6]=1)([CH3:4])([CH3:2])[CH3:3]. The catalyst class is: 22.